This data is from Full USPTO retrosynthesis dataset with 1.9M reactions from patents (1976-2016). The task is: Predict the reactants needed to synthesize the given product. (1) Given the product [N:1]1([CH2:7][CH2:8][NH:9][C:10]2[N:15]=[C:14]3[NH:16][N:17]=[C:18]([C:19]4[CH:24]=[CH:23][CH:22]=[C:21]([NH:25][CH2:26][C:27]5[S:28][CH:29]=[CH:30][CH:31]=5)[CH:20]=4)[C:13]3=[CH:12][N:11]=2)[CH2:6][CH2:5][O:4][CH2:3][CH2:2]1, predict the reactants needed to synthesize it. The reactants are: [N:1]1([CH2:7][CH2:8][NH:9][C:10]2[N:15]=[C:14]3[N:16](COCC[Si](C)(C)C)[N:17]=[C:18]([C:19]4[CH:24]=[CH:23][CH:22]=[C:21]([NH:25][CH2:26][C:27]5[S:28][CH:29]=[CH:30][CH:31]=5)[CH:20]=4)[C:13]3=[CH:12][N:11]=2)[CH2:6][CH2:5][O:4][CH2:3][CH2:2]1.C(O)(C(F)(F)F)=O. (2) Given the product [CH:24]1([CH2:23][NH:22][C:18]([CH:16]2[CH2:15][C:14]([C:4]3[CH:5]=[CH:6][C:7]([CH2:8][N:9]4[CH2:13][CH2:12][CH2:11][CH2:10]4)=[C:2]([Cl:1])[CH:3]=3)([OH:21])[CH2:17]2)=[O:19])[CH2:26][CH2:25]1, predict the reactants needed to synthesize it. The reactants are: [Cl:1][C:2]1[CH:3]=[C:4]([C:14]2([OH:21])[CH2:17][CH:16]([C:18](O)=[O:19])[CH2:15]2)[CH:5]=[CH:6][C:7]=1[CH2:8][N:9]1[CH2:13][CH2:12][CH2:11][CH2:10]1.[NH2:22][CH2:23][CH:24]1[CH2:26][CH2:25]1.C(P1(=O)OP(CCC)(=O)OP(CCC)(=O)O1)CC.[OH-].[Na+]. (3) The reactants are: [CH:1]1[C:9]([NH2:10])=[CH:8][C:7]2[CH2:11][CH2:12][N:5]3[C:6]=2[C:2]=1[C:3]1[CH2:17][CH2:16][CH2:15][CH2:14][CH2:13][C:4]=13.[C:18]1([CH2:24][C:25](Cl)=[O:26])[CH:23]=[CH:22][CH:21]=[CH:20][CH:19]=1. Given the product [CH:1]1[C:9]([NH:10][C:25](=[O:26])[CH2:24][C:18]2[CH:23]=[CH:22][CH:21]=[CH:20][CH:19]=2)=[CH:8][C:7]2[CH2:11][CH2:12][N:5]3[C:6]=2[C:2]=1[C:3]1[CH2:17][CH2:16][CH2:15][CH2:14][CH2:13][C:4]=13, predict the reactants needed to synthesize it. (4) Given the product [F:30][C:31]([F:41])([F:40])[C:1]1[CH:2]=[CH:3][CH:4]=[CH:5][CH:6]=1, predict the reactants needed to synthesize it. The reactants are: [C:1]1(S(C(F)(F)F)(=O)=O)[CH:6]=[CH:5][CH:4]=[CH:3][CH:2]=1.C(O[K])(C)(C)C.C(OC)(=O)C1C=CC=CC=1.[F:30][C:31]([F:41])([F:40])C(C1C=CC=CC=1)=O.IC1C=CC=CC=1. (5) The reactants are: [F:1][C:2]1[C:10]([O:11][CH3:12])=[CH:9][CH:8]=[C:7]2[C:3]=1[CH2:4][CH2:5][C:6]2([C:24](=[O:26])[CH3:25])[CH2:13][C:14]1[CH:15]=[N:16][C:17]([C:20]([F:23])([F:22])[F:21])=[CH:18][CH:19]=1.Cl[Si](C)(C)C.[Br-:32].[Br-].[Br-].C1([N+](C)(C)C)C=CC=CC=1.C1([N+](C)(C)C)C=CC=CC=1.C1([N+](C)(C)C)C=CC=CC=1. Given the product [Br:32][CH2:25][C:24]([C:6]1([CH2:13][C:14]2[CH:15]=[N:16][C:17]([C:20]([F:22])([F:23])[F:21])=[CH:18][CH:19]=2)[C:7]2[C:3](=[C:2]([F:1])[C:10]([O:11][CH3:12])=[CH:9][CH:8]=2)[CH2:4][CH2:5]1)=[O:26], predict the reactants needed to synthesize it. (6) Given the product [Cl:1][C:2]1[C:3]([CH2:11][NH:12][C:38]([C:23]2[C:24]([OH:37])=[C:25]([C:28]([NH:30][CH2:31][C:32]([OH:34])=[O:33])=[O:29])[C:26](=[O:27])[N:21]([CH2:20][C:15]3[CH:16]=[CH:17][CH:18]=[CH:19][C:14]=3[Cl:13])[C:22]=2[OH:42])=[O:39])=[CH:4][C:5]2[O:9][CH2:8][O:7][C:6]=2[CH:10]=1, predict the reactants needed to synthesize it. The reactants are: [Cl:1][C:2]1[C:3]([CH2:11][NH2:12])=[CH:4][C:5]2[O:9][CH2:8][O:7][C:6]=2[CH:10]=1.[Cl:13][C:14]1[CH:19]=[CH:18][CH:17]=[CH:16][C:15]=1[CH2:20][N:21]1[C:26](=[O:27])[C:25]([C:28]([NH:30][CH2:31][C:32]([O:34]CC)=[O:33])=[O:29])=[C:24]([OH:37])[C:23]([C:38](OC)=[O:39])=[C:22]1[OH:42]. (7) Given the product [Cl:3][C:4]1[CH:5]=[C:6](/[C:19](/[C:27]2[NH:32][C:31](=[O:33])[C:30]([C:34]([F:37])([F:35])[F:36])=[CH:29][CH:28]=2)=[CH:20]\[C@H:21]2[CH2:25][CH2:24][CH:23]([OH:26])[CH2:22]2)[CH:7]=[CH:8][C:9]=1[O:10][CH2:11][CH2:12][CH2:13][N:14]([CH2:15][CH3:16])[CH2:17][CH3:18], predict the reactants needed to synthesize it. The reactants are: [BH4-].[Na+].[Cl:3][C:4]1[CH:5]=[C:6](/[C:19](/[C:27]2[NH:32][C:31](=[O:33])[C:30]([C:34]([F:37])([F:36])[F:35])=[CH:29][CH:28]=2)=[CH:20]\[C@H:21]2[CH2:25][CH2:24][C:23](=[O:26])[CH2:22]2)[CH:7]=[CH:8][C:9]=1[O:10][CH2:11][CH2:12][CH2:13][N:14]([CH2:17][CH3:18])[CH2:15][CH3:16].O. (8) Given the product [F:13][C@@:6]1([C:4]([O:3][CH2:1][CH3:2])=[O:5])[CH2:11][CH2:10][CH2:9][NH:8][C:7]1=[O:12], predict the reactants needed to synthesize it. The reactants are: [CH2:1]([O:3][C:4]([C:6]1([F:13])[CH2:11][CH2:10][CH2:9][NH:8][C:7]1=[O:12])=[O:5])[CH3:2]. (9) The reactants are: [N:1]1[C:9]2[C:4](=[N:5][CH:6]=[CH:7][CH:8]=2)[O:3][C:2]=1S.S(Cl)(Cl)=O.[C:15]([O:19][C:20]([N:22]1[CH2:27][CH2:26][CH:25]([NH2:28])[CH2:24][CH2:23]1)=[O:21])([CH3:18])([CH3:17])[CH3:16]. Given the product [C:15]([O:19][C:20]([N:22]1[CH2:27][CH2:26][CH:25]([NH:28][C:2]2[O:3][C:4]3[C:9]([N:1]=2)=[CH:8][CH:7]=[CH:6][N:5]=3)[CH2:24][CH2:23]1)=[O:21])([CH3:18])([CH3:16])[CH3:17], predict the reactants needed to synthesize it. (10) Given the product [F:1][C:2]1([CH2:7][O:8][S:18]([C:17]([F:30])([F:29])[F:16])(=[O:20])=[O:19])[CH2:6][CH2:5][CH2:4][CH2:3]1, predict the reactants needed to synthesize it. The reactants are: [F:1][C:2]1([CH2:7][OH:8])[CH2:6][CH2:5][CH2:4][CH2:3]1.C(N(CC)CC)C.[F:16][C:17]([F:30])([F:29])[S:18](O[S:18]([C:17]([F:30])([F:29])[F:16])(=[O:20])=[O:19])(=[O:20])=[O:19].Cl.